From a dataset of Reaction yield outcomes from USPTO patents with 853,638 reactions. Predict the reaction yield, written as a fraction of the theoretical maximum amount of product (1.0 means a 100% yield; for example, 0.34 means a 34% yield). (1) The reactants are Br[C:2]1[CH:10]=[CH:9][CH:8]=[C:7]2[C:3]=1[C:4]1([C:26]3[CH:27]=[C:28]([F:32])[C:29]([F:31])=[CH:30][C:25]=3[O:24][CH2:23]1)[C:5](=[O:22])[N:6]2[CH2:11][C:12]([NH:14][C:15]1[CH:20]=[CH:19][CH:18]=[CH:17][C:16]=1[F:21])=[O:13].[N:33]1[CH:38]=[C:37](B(O)O)[CH:36]=[N:35][CH:34]=1.C(=O)([O-])[O-].[Na+].[Na+]. The catalyst is O1CCOCC1.C(OCC)(=O)C.C1C=CC([P]([Pd]([P](C2C=CC=CC=2)(C2C=CC=CC=2)C2C=CC=CC=2)([P](C2C=CC=CC=2)(C2C=CC=CC=2)C2C=CC=CC=2)[P](C2C=CC=CC=2)(C2C=CC=CC=2)C2C=CC=CC=2)(C2C=CC=CC=2)C2C=CC=CC=2)=CC=1. The product is [F:32][C:28]1[C:29]([F:31])=[CH:30][C:25]2[O:24][CH2:23][C:4]3([C:3]4[C:7](=[CH:8][CH:9]=[CH:10][C:2]=4[C:37]4[CH:38]=[N:33][CH:34]=[N:35][CH:36]=4)[N:6]([CH2:11][C:12]([NH:14][C:15]4[CH:20]=[CH:19][CH:18]=[CH:17][C:16]=4[F:21])=[O:13])[C:5]3=[O:22])[C:26]=2[CH:27]=1. The yield is 0.840. (2) The reactants are [F:1][C:2]1[C:7]([O:8]C)=[CH:6][CH:5]=[CH:4][C:3]=1[C:10]1[N:15]([CH2:16][CH2:17][C:18]2[CH:23]=[CH:22][CH:21]=[CH:20][CH:19]=2)[C:14](=[O:24])[C:13]([CH2:25][CH:26]([CH3:28])[CH3:27])=[C:12]([CH3:29])[N:11]=1.B(Br)(Br)Br. The catalyst is ClCCl.C([O-])(O)=O.[Na+]. The product is [F:1][C:2]1[C:7]([OH:8])=[CH:6][CH:5]=[CH:4][C:3]=1[C:10]1[N:15]([CH2:16][CH2:17][C:18]2[CH:19]=[CH:20][CH:21]=[CH:22][CH:23]=2)[C:14](=[O:24])[C:13]([CH2:25][CH:26]([CH3:27])[CH3:28])=[C:12]([CH3:29])[N:11]=1. The yield is 0.450. (3) The reactants are [CH3:1][N:2]1[C:6]([C:7](=O)[CH2:8][C:9]2[CH:13]=[CH:12][S:11][CH:10]=2)=[CH:5][CH:4]=[N:3]1.[CH2:15]([O:17][C:18]1[CH:19]=[C:20]([CH:23]=[C:24]([N+:27]([O-:29])=[O:28])[C:25]=1[OH:26])[CH:21]=O)[CH3:16].[NH2:30][C:31]([NH2:33])=[O:32].Cl. The catalyst is CCO. The product is [CH2:15]([O:17][C:18]1[CH:19]=[C:20]([CH:21]2[C:8]([C:9]3[CH:13]=[CH:12][S:11][CH:10]=3)=[C:7]([C:6]3[N:2]([CH3:1])[N:3]=[CH:4][CH:5]=3)[NH:33][C:31](=[O:32])[NH:30]2)[CH:23]=[C:24]([N+:27]([O-:29])=[O:28])[C:25]=1[OH:26])[CH3:16]. The yield is 0.167. (4) The reactants are [H-].[Na+].[C:3]([O:11][CH2:12][CH3:13])(=[O:10])[CH2:4][C:5]([O:7][CH2:8][CH3:9])=[O:6].[Br:14][C:15]1[CH:16]=[C:17]([CH:33]=[CH:34][CH:35]=1)[CH2:18][N:19]1[C:27]2[C:26](=[O:28])[N:25]([CH3:29])[C:24](=[O:30])[N:23]([CH3:31])[C:22]=2[N:21]=[C:20]1Cl. The catalyst is CN(C=O)C.O. The product is [Br:14][C:15]1[CH:16]=[C:17]([CH:33]=[CH:34][CH:35]=1)[CH2:18][N:19]1[C:27]2[C:26](=[O:28])[N:25]([CH3:29])[C:24](=[O:30])[N:23]([CH3:31])[C:22]=2[N:21]=[C:20]1[CH:4]([C:5]([O:7][CH2:8][CH3:9])=[O:6])[C:3]([O:11][CH2:12][CH3:13])=[O:10]. The yield is 0.640. (5) The reactants are [Br:1][C:2]1[C:11]([OH:12])=[CH:10][CH:9]=[C:8]2[C:3]=1[CH:4]=[CH:5][C:6]([CH2:13][NH:14][C:15]([C:17]1[CH:21]=[NH+:20][N:19]([C:22]3[CH:27]=[CH:26][CH:25]=[CH:24][CH:23]=3)[C:18]=1[CH2:28][CH2:29][CH3:30])=[O:16])=[CH:7]2.[Br-].Br[CH2:33][C:34]#[N:35].C(=O)([O-])[O-].[K+].[K+]. The catalyst is C(OCC)(=O)C.CN(C=O)C. The product is [Br:1][C:2]1[C:11]([O:12][CH2:33][C:34]#[N:35])=[CH:10][CH:9]=[C:8]2[C:3]=1[CH:4]=[CH:5][C:6]([CH2:13][NH:14][C:15]([C:17]1[CH:21]=[N:20][N:19]([C:22]3[CH:27]=[CH:26][CH:25]=[CH:24][CH:23]=3)[C:18]=1[CH2:28][CH2:29][CH3:30])=[O:16])=[CH:7]2. The yield is 0.600. (6) The reactants are [ClH:1].N[C:3]1[CH:4]=[CH:5][C:6]([Cl:10])=[N:7][C:8]=1[CH3:9].N([O-])=O.[Na+].[S:15](=[O:17])=[O:16]. The catalyst is O. The product is [Cl:10][C:6]1[N:7]=[C:8]([CH3:9])[C:3]([S:15]([Cl:1])(=[O:17])=[O:16])=[CH:4][CH:5]=1. The yield is 0.670. (7) The reactants are Br[C:2]1[C:10]2[N:9]=[C:8]([CH2:11][CH:12]3[CH2:17][CH2:16][CH2:15][CH2:14][N:13]3[C:18]([C:20]3[N:21]=[C:22]([CH3:32])[S:23][C:24]=3[C:25]3[CH:30]=[CH:29][C:28]([F:31])=[CH:27][CH:26]=3)=[O:19])[NH:7][C:6]=2[CH:5]=[CH:4][CH:3]=1.[Cu][C:34]#[N:35].O. The catalyst is CN1CCCC1=O. The product is [C:34]([C:2]1[C:10]2[N:9]=[C:8]([CH2:11][CH:12]3[CH2:17][CH2:16][CH2:15][CH2:14][N:13]3[C:18]([C:20]3[N:21]=[C:22]([CH3:32])[S:23][C:24]=3[C:25]3[CH:26]=[CH:27][C:28]([F:31])=[CH:29][CH:30]=3)=[O:19])[NH:7][C:6]=2[CH:5]=[CH:4][CH:3]=1)#[N:35]. The yield is 0.0300. (8) The reactants are [C:1](Cl)(=O)[C:2]([Cl:4])=[O:3].[N+:7]([C:10]1[CH:18]=[CH:17]C(C(O)=O)=[CH:12][CH:11]=1)([O-:9])=[O:8]. The catalyst is C(Cl)(Cl)Cl.CN(C=O)C. The product is [N+:7]([C:10]1[CH:18]=[CH:17][C:1]([C:2]([Cl:4])=[O:3])=[CH:12][CH:11]=1)([O-:9])=[O:8]. The yield is 0.980. (9) The reactants are [C:1]1([CH2:7][C:8]([C:10]2[CH:15]=[CH:14][N:13]=[CH:12][CH:11]=2)=O)[CH:6]=[CH:5][CH:4]=[CH:3][CH:2]=1.[CH2:16]([O:18][C:19]1[CH:20]=[C:21]([CH:24]=[C:25]([N+:28]([O-:30])=[O:29])[C:26]=1[OH:27])[CH:22]=O)[CH3:17].[NH2:31][C:32]([NH2:34])=[O:33].Cl. The catalyst is CCO. The product is [CH2:16]([O:18][C:19]1[CH:20]=[C:21]([CH:22]2[C:7]([C:1]3[CH:6]=[CH:5][CH:4]=[CH:3][CH:2]=3)=[C:8]([C:10]3[CH:15]=[CH:14][N:13]=[CH:12][CH:11]=3)[NH:34][C:32](=[O:33])[NH:31]2)[CH:24]=[C:25]([N+:28]([O-:30])=[O:29])[C:26]=1[OH:27])[CH3:17]. The yield is 0.460. (10) The reactants are [CH3:1][N:2]([CH:4]=O)[CH3:3].[CH3:6][O:7][N:8]([CH3:36])[C:9]([C:11]1[N:12]([CH3:35])[C:13]([C:17]2[CH:18]=[C:19]([C:25]3[CH:30]=[CH:29][C:28]([S:31](=[O:34])(=[O:33])[NH2:32])=[CH:27][CH:26]=3)[C:20]([O:23][CH3:24])=[CH:21][CH:22]=2)=[C:14]([CH3:16])[CH:15]=1)=[O:10]. The catalyst is C(OCC)(=O)C. The product is [CH3:1][N:2]([CH:4]=[N:32][S:31]([C:28]1[CH:29]=[CH:30][C:25]([C:19]2[C:20]([O:23][CH3:24])=[CH:21][CH:22]=[C:17]([C:13]3[N:12]([CH3:35])[C:11]([C:9]([N:8]([O:7][CH3:6])[CH3:36])=[O:10])=[CH:15][C:14]=3[CH3:16])[CH:18]=2)=[CH:26][CH:27]=1)(=[O:33])=[O:34])[CH3:3]. The yield is 0.849.